Dataset: Full USPTO retrosynthesis dataset with 1.9M reactions from patents (1976-2016). Task: Predict the reactants needed to synthesize the given product. Given the product [CH:17]1([O:21][C:22]([N:10]2[C:4]3[CH:3]=[C:2]([Br:1])[N:7]=[CH:6][C:5]=3[CH:8]=[C:9]2[C:11]2[CH:12]=[N:13][N:14]([CH3:16])[CH:15]=2)=[O:23])[CH2:20][CH2:19][CH2:18]1, predict the reactants needed to synthesize it. The reactants are: [Br:1][C:2]1[N:7]=[CH:6][C:5]2[CH:8]=[C:9]([C:11]3[CH:12]=[N:13][N:14]([CH3:16])[CH:15]=3)[NH:10][C:4]=2[CH:3]=1.[CH:17]1([O:21][C:22](Cl)=[O:23])[CH2:20][CH2:19][CH2:18]1.C1(O)CCC1.C(Cl)(Cl)=O.